Dataset: Full USPTO retrosynthesis dataset with 1.9M reactions from patents (1976-2016). Task: Predict the reactants needed to synthesize the given product. (1) Given the product [C:34]([C:37]1[CH:42]=[CH:41][C:40]([C:2]2[C:22]([O:23][CH3:24])=[CH:21][C:5]3[N:6]([CH3:20])[C:7](=[O:19])[CH2:8][N:9]=[C:10]([C:11]4[CH:12]=[C:13]([CH:16]=[CH:17][CH:18]=4)[C:14]#[N:15])[C:4]=3[CH:3]=2)=[CH:39][CH:38]=1)(=[O:36])[CH3:35], predict the reactants needed to synthesize it. The reactants are: Br[C:2]1[C:22]([O:23][CH3:24])=[CH:21][C:5]2[N:6]([CH3:20])[C:7](=[O:19])[CH2:8][N:9]=[C:10]([C:11]3[CH:12]=[C:13]([CH:16]=[CH:17][CH:18]=3)[C:14]#[N:15])[C:4]=2[CH:3]=1.C1(B(O)O)C=CC=CC=1.[C:34]([C:37]1[CH:42]=[CH:41][C:40](B(O)O)=[CH:39][CH:38]=1)(=[O:36])[CH3:35]. (2) Given the product [Br:1][C:2]1[CH:7]=[CH:6][C:5]([O:13][CH2:10][CH2:17][CH2:16][N:18]2[CH2:6][CH2:7][CH2:2][C@H:3]2[CH3:4])=[C:4]([F:9])[CH:3]=1, predict the reactants needed to synthesize it. The reactants are: [Br:1][C:2]1[CH:7]=[CH:6][C:5](O)=[C:4]([F:9])[CH:3]=1.[C:10](=[O:13])([O-])[O-].[Cs+].[Cs+].[C:16](#[N:18])[CH3:17].